From a dataset of hERG Central: cardiac toxicity at 1µM, 10µM, and general inhibition. Predict hERG channel inhibition at various concentrations. The drug is CCCn1c(=O)c(C(=O)NCc2ccncc2)c(O)c2ccccc21. Results: hERG_inhib (hERG inhibition (general)): blocker.